Dataset: Merck oncology drug combination screen with 23,052 pairs across 39 cell lines. Task: Regression. Given two drug SMILES strings and cell line genomic features, predict the synergy score measuring deviation from expected non-interaction effect. (1) Drug 1: NC1(c2ccc(-c3nc4ccn5c(=O)[nH]nc5c4cc3-c3ccccc3)cc2)CCC1. Drug 2: NC1CCCCC1N.O=C(O)C(=O)O.[Pt+2]. Cell line: VCAP. Synergy scores: synergy=-21.2. (2) Drug 1: CN1C(=O)C=CC2(C)C3CCC4(C)C(NC(=O)OCC(F)(F)F)CCC4C3CCC12. Synergy scores: synergy=-62.8. Cell line: A375. Drug 2: COc1cc(C2c3cc4c(cc3C(OC3OC5COC(C)OC5C(O)C3O)C3COC(=O)C23)OCO4)cc(OC)c1O. (3) Drug 1: COc1cc(C2c3cc4c(cc3C(OC3OC5COC(C)OC5C(O)C3O)C3COC(=O)C23)OCO4)cc(OC)c1O. Drug 2: O=C(CCCCCCC(=O)Nc1ccccc1)NO. Cell line: PA1. Synergy scores: synergy=-9.68.